Dataset: NCI-60 drug combinations with 297,098 pairs across 59 cell lines. Task: Regression. Given two drug SMILES strings and cell line genomic features, predict the synergy score measuring deviation from expected non-interaction effect. (1) Drug 1: C1=CC(=CC=C1CCCC(=O)O)N(CCCl)CCCl. Cell line: SN12C. Drug 2: CC1CCC2CC(C(=CC=CC=CC(CC(C(=O)C(C(C(=CC(C(=O)CC(OC(=O)C3CCCCN3C(=O)C(=O)C1(O2)O)C(C)CC4CCC(C(C4)OC)O)C)C)O)OC)C)C)C)OC. Synergy scores: CSS=26.0, Synergy_ZIP=-14.5, Synergy_Bliss=-7.29, Synergy_Loewe=-7.02, Synergy_HSA=-2.99. (2) Drug 1: CN1CCC(CC1)COC2=C(C=C3C(=C2)N=CN=C3NC4=C(C=C(C=C4)Br)F)OC. Drug 2: CC1=CC2C(CCC3(C2CCC3(C(=O)C)OC(=O)C)C)C4(C1=CC(=O)CC4)C. Cell line: UACC62. Synergy scores: CSS=3.97, Synergy_ZIP=2.80, Synergy_Bliss=-3.97, Synergy_Loewe=-12.8, Synergy_HSA=-4.26.